From a dataset of TCR-epitope binding with 47,182 pairs between 192 epitopes and 23,139 TCRs. Binary Classification. Given a T-cell receptor sequence (or CDR3 region) and an epitope sequence, predict whether binding occurs between them. (1) Result: 0 (the TCR does not bind to the epitope). The epitope is LLFGYPVYV. The TCR CDR3 sequence is CSAPRNRDEYF. (2) The epitope is RQLLFVVEV. The TCR CDR3 sequence is CASSPTGQVWPQHF. Result: 1 (the TCR binds to the epitope). (3) The epitope is VLAWLYAAV. The TCR CDR3 sequence is CASSYSTNTEAFF. Result: 1 (the TCR binds to the epitope). (4) Result: 1 (the TCR binds to the epitope). The epitope is KLMNIQQKL. The TCR CDR3 sequence is CASSLGNYEQYF. (5) The epitope is IQYIDIGNY. The TCR CDR3 sequence is CASSWGTLGGELFF. Result: 1 (the TCR binds to the epitope).